Predict the product of the given reaction. From a dataset of Forward reaction prediction with 1.9M reactions from USPTO patents (1976-2016). (1) The product is: [NH2:24][C:22]([NH:1][C:2]1[S:3][C:4]([C:14]2[CH:19]=[CH:18][CH:17]=[CH:16][CH:15]=2)=[C:5]([C:10]([F:11])([F:13])[F:12])[C:6]=1[C:7]([NH2:9])=[O:8])=[O:23]. Given the reactants [NH2:1][C:2]1[S:3][C:4]([C:14]2[CH:19]=[CH:18][CH:17]=[CH:16][CH:15]=2)=[C:5]([C:10]([F:13])([F:12])[F:11])[C:6]=1[C:7]([NH2:9])=[O:8].ClC(Cl)(Cl)[C:22]([N:24]=C=O)=[O:23].N, predict the reaction product. (2) Given the reactants B(C1C=CC(CCCC(O)=O)=CC=1)(O)O.CC1(C)C[O:21][B:20]([C:23]2[CH:28]=[CH:27][C:26]([CH2:29][CH2:30][O:31][C:32](=[O:42])[NH:33][C:34]3[CH:39]=[CH:38][CH:37]=[C:36]([C:40]#[N:41])[CH:35]=3)=[CH:25][CH:24]=2)[O:19]C1.[OH-].[Na+], predict the reaction product. The product is: [C:40]([C:36]1[CH:35]=[C:34]([NH:33][C:32]([O:31][CH2:30][CH2:29][C:26]2[CH:25]=[CH:24][C:23]([B:20]([OH:19])[OH:21])=[CH:28][CH:27]=2)=[O:42])[CH:39]=[CH:38][CH:37]=1)#[N:41]. (3) The product is: [Cl:1][C:2]1[CH:11]=[C:10]2[C:5]([C:6](=[O:41])[C:7]([CH2:18][NH:19][C:20]([NH:21][CH:22]3[CH2:27][CH2:26][N:25]([C:28]([N:58]4[CH2:59][CH2:60][CH:55]([S:52]([CH3:51])(=[O:54])=[O:53])[CH2:56][CH2:57]4)=[O:30])[CH2:24][CH2:23]3)=[O:40])=[CH:8][N:9]2[C:12]2[CH:13]=[CH:14][CH:15]=[CH:16][CH:17]=2)=[CH:4][CH:3]=1. Given the reactants [Cl:1][C:2]1[CH:11]=[C:10]2[C:5]([C:6](=[O:41])[C:7]([CH2:18][NH:19][C:20](=[O:40])[NH:21][CH:22]3[CH2:27][CH2:26][N:25]([C:28]([O:30]C4C=CC([N+]([O-])=O)=CC=4)=O)[CH2:24][CH2:23]3)=[CH:8][N:9]2[C:12]2[CH:17]=[CH:16][CH:15]=[CH:14][CH:13]=2)=[CH:4][CH:3]=1.C(N(CC)C(C)C)(C)C.[CH3:51][S:52]([CH:55]1[CH2:60][CH2:59][NH:58][CH2:57][CH2:56]1)(=[O:54])=[O:53], predict the reaction product. (4) Given the reactants [F-].[K+].[NH2:3][C@H:4]([C:6]1[N:15]([C:16]2[CH:17]=[N:18][CH:19]=[CH:20][CH:21]=2)[C:14](=[O:22])[C:13]2[C:8](=[CH:9][CH:10]=[CH:11][C:12]=2[Cl:23])[N:7]=1)[CH3:5].[NH2:24][C:25]1[N:30]=[C:29]([NH2:31])[C:28]([C:32]#[N:33])=[C:27](Cl)[N:26]=1.C(N(C(C)C)CC)(C)C, predict the reaction product. The product is: [NH2:24][C:25]1[N:30]=[C:29]([NH2:31])[C:28]([C:32]#[N:33])=[C:27]([NH:3][C@H:4]([C:6]2[N:15]([C:16]3[CH:17]=[N:18][CH:19]=[CH:20][CH:21]=3)[C:14](=[O:22])[C:13]3[C:8](=[CH:9][CH:10]=[CH:11][C:12]=3[Cl:23])[N:7]=2)[CH3:5])[N:26]=1. (5) Given the reactants IC.[C:3]([NH:6][CH2:7][C@@H:8]1[O:12][C:11](=[O:13])[N:10]([C:14]2[CH:19]=[CH:18][C:17]([C:20](=[NH:23])[NH:21][OH:22])=[C:16]([F:24])[CH:15]=2)[CH2:9]1)(=[O:5])[CH3:4].[C:25](N=C(N(C)C)N(C)C)(C)(C)C, predict the reaction product. The product is: [C:3]([NH:6][CH2:7][C@@H:8]1[O:12][C:11](=[O:13])[N:10]([C:14]2[CH:19]=[CH:18][C:17]([C:20](=[NH:23])[NH:21][O:22][CH3:25])=[C:16]([F:24])[CH:15]=2)[CH2:9]1)(=[O:5])[CH3:4].